From a dataset of Reaction yield outcomes from USPTO patents with 853,638 reactions. Predict the reaction yield, written as a fraction of the theoretical maximum amount of product (1.0 means a 100% yield; for example, 0.34 means a 34% yield). (1) The yield is 0.440. The product is [F:1][C:2]1[CH:3]=[C:4]([C:12]2[CH:13]=[CH:14][C:15]3[N:16]([C:18]([CH2:21][O:22][C:23]4[C:32]5[C:27](=[CH:28][C:29]([O:33][CH3:34])=[CH:30][CH:31]=5)[N:26]=[CH:25][CH:24]=4)=[N:19][N:20]=3)[N:17]=2)[CH:5]=[CH:6][CH:7]=1. The catalyst is CN(C)C=O.O.C1C=CC(P(C2C=CC=CC=2)[C-]2C=CC=C2)=CC=1.C1C=CC(P(C2C=CC=CC=2)[C-]2C=CC=C2)=CC=1.Cl[Pd]Cl.[Fe+2].C(Cl)Cl. The reactants are [F:1][C:2]1[CH:3]=[C:4](B(O)O)[CH:5]=[CH:6][CH:7]=1.Cl[C:12]1[CH:13]=[CH:14][C:15]2[N:16]([C:18]([CH2:21][O:22][C:23]3[C:32]4[C:27](=[CH:28][C:29]([O:33][CH3:34])=[CH:30][CH:31]=4)[N:26]=[CH:25][CH:24]=3)=[N:19][N:20]=2)[N:17]=1.C(=O)([O-])[O-].[K+].[K+]. (2) The reactants are [CH2:1]([NH2:8])[C:2]1[CH:7]=[CH:6][CH:5]=[CH:4][CH:3]=1.[N:9]1[CH:14]=[CH:13][CH:12]=[C:11]2[C:15]([O:17][C:18](=O)[C:10]=12)=[O:16]. The catalyst is C(O)(=O)C. The product is [CH2:1]([N:8]1[C:15](=[O:16])[C:11]2[C:10](=[N:9][CH:14]=[CH:13][CH:12]=2)[C:18]1=[O:17])[C:2]1[CH:7]=[CH:6][CH:5]=[CH:4][CH:3]=1. The yield is 0.570.